This data is from Forward reaction prediction with 1.9M reactions from USPTO patents (1976-2016). The task is: Predict the product of the given reaction. (1) Given the reactants [Cl:1][C:2]1[CH:7]=[CH:6][C:5]([NH:8][C:9]2[C:14]([C:15]3[C:23]4[C:18](=[C:19]([O:24]C)[N:20]=[CH:21][CH:22]=4)[N:17]([CH3:26])[CH:16]=3)=[CH:13][C:12]([N+:27]([O-:29])=[O:28])=[CH:11][N:10]=2)=[CH:4][CH:3]=1.Cl, predict the reaction product. The product is: [Cl:1][C:2]1[CH:7]=[CH:6][C:5]([NH:8][C:9]2[C:14]([C:15]3[C:23]4[CH:22]=[CH:21][NH:20][C:19](=[O:24])[C:18]=4[N:17]([CH3:26])[CH:16]=3)=[CH:13][C:12]([N+:27]([O-:29])=[O:28])=[CH:11][N:10]=2)=[CH:4][CH:3]=1. (2) Given the reactants [CH:1]1[CH:6]=CC(P(C2C=CC=CC=2)C2C=CC=CC=2)=C[CH:2]=1.[Cl:20][C:21]1[CH:22]=[C:23]([CH:28]=[CH:29][C:30]=1[OH:31])[C:24]([O:26]C)=[O:25].CC(OC(/N=N/C(OC(C)C)=O)=O)C.[OH-].[Na+], predict the reaction product. The product is: [Cl:20][C:21]1[CH:22]=[C:23]([CH:28]=[CH:29][C:30]=1[O:31][CH:1]([CH3:6])[CH3:2])[C:24]([OH:26])=[O:25]. (3) Given the reactants [Cl:1][C:2]1[CH:3]=[C:4]([N:8]2[CH2:23][CH:11]3[CH2:12][N:13](C(OC(C)(C)C)=O)[CH2:14][CH2:15][N:10]3[C:9]2=[O:24])[CH:5]=[CH:6][CH:7]=1, predict the reaction product. The product is: [ClH:1].[Cl:1][C:2]1[CH:3]=[C:4]([N:8]2[CH2:23][CH:11]3[CH2:12][NH:13][CH2:14][CH2:15][N:10]3[C:9]2=[O:24])[CH:5]=[CH:6][CH:7]=1. (4) Given the reactants [OH:1][N:2]1[C:6](=[O:7])[C:5]2=[CH:8][CH:9]=[CH:10][CH:11]=[C:4]2[C:3]1=[O:12].O[CH:14]1[CH2:19][CH2:18][N:17]([C:20]([NH:29][C:30](=[O:36])[O:31][C:32]([CH3:35])([CH3:34])[CH3:33])=[N:21][C:22](=[O:28])[O:23][C:24]([CH3:27])([CH3:26])[CH3:25])[CH2:16][CH2:15]1.C1(P(C2C=CC=CC=2)C2C=CC=CC=2)C=CC=CC=1.N(C(OC(C)C)=O)=NC(OC(C)C)=O, predict the reaction product. The product is: [O:7]=[C:6]1[C:5]2[C:4](=[CH:11][CH:10]=[CH:9][CH:8]=2)[C:3](=[O:12])[N:2]1[O:1][CH:14]1[CH2:19][CH2:18][N:17]([C:20]([NH:29][C:30](=[O:36])[O:31][C:32]([CH3:35])([CH3:34])[CH3:33])=[N:21][C:22](=[O:28])[O:23][C:24]([CH3:27])([CH3:26])[CH3:25])[CH2:16][CH2:15]1. (5) Given the reactants [C:1]([O:5][C:6]([NH:8][C@@H:9]1[C@H:14]([NH:15][C:16]2[N:21]=[C:20](Cl)[C:19]3[C:23](=[O:33])[N:24]([C:26]([O:28][C:29]([CH3:32])([CH3:31])[CH3:30])=[O:27])[CH2:25][C:18]=3[C:17]=2[F:34])[CH2:13][CH2:12][O:11][CH2:10]1)=[O:7])([CH3:4])([CH3:3])[CH3:2].[CH3:35][N:36]1[C:40]2[S:41][C:42]([Sn](CCCC)(CCCC)CCCC)=[CH:43][C:39]=2[C:38]([CH3:57])=[N:37]1, predict the reaction product. The product is: [C:1]([O:5][C:6]([NH:8][C@@H:9]1[C@H:14]([NH:15][C:16]2[N:21]=[C:20]([C:42]3[S:41][C:40]4[N:36]([CH3:35])[N:37]=[C:38]([CH3:57])[C:39]=4[CH:43]=3)[C:19]3[C:23](=[O:33])[N:24]([C:26]([O:28][C:29]([CH3:32])([CH3:31])[CH3:30])=[O:27])[CH2:25][C:18]=3[C:17]=2[F:34])[CH2:13][CH2:12][O:11][CH2:10]1)=[O:7])([CH3:4])([CH3:3])[CH3:2].